Dataset: Forward reaction prediction with 1.9M reactions from USPTO patents (1976-2016). Task: Predict the product of the given reaction. (1) The product is: [CH2:23]([N:22]([CH2:15][C:16]1[CH:21]=[CH:20][CH:19]=[CH:18][CH:17]=1)[C:1](=[O:4])[CH:2]=[CH2:3])[C:24]1[CH:29]=[CH:28][CH:27]=[CH:26][CH:25]=1. Given the reactants [C:1](Cl)(=[O:4])[CH:2]=[CH2:3].C(N(C(C)C)CC)(C)C.[CH2:15]([NH:22][CH2:23][C:24]1[CH:29]=[CH:28][CH:27]=[CH:26][CH:25]=1)[C:16]1[CH:21]=[CH:20][CH:19]=[CH:18][CH:17]=1, predict the reaction product. (2) Given the reactants [ClH:1].[NH2:2][CH:3]([CH2:6][OH:7])[CH2:4][OH:5].Br[CH2:9][C:10]([N:12]1[CH2:21][CH2:20][C:19]2[C:14](=[CH:15][CH:16]=[C:17]([C:23]3[N:27]=[C:26]([C:28]4[CH:29]=[CH:30][C:31]([O:36][CH:37]([CH3:39])[CH3:38])=[C:32]([CH:35]=4)[C:33]#[N:34])[O:25][N:24]=3)[C:18]=2[CH3:22])[CH2:13]1)=[O:11].C(=O)([O-])[O-].[K+].[K+], predict the reaction product. The product is: [ClH:1].[OH:5][CH2:4][CH:3]([NH:2][CH2:9][C:10]([N:12]1[CH2:21][CH2:20][C:19]2[C:14](=[CH:15][CH:16]=[C:17]([C:23]3[N:27]=[C:26]([C:28]4[CH:29]=[CH:30][C:31]([O:36][CH:37]([CH3:39])[CH3:38])=[C:32]([CH:35]=4)[C:33]#[N:34])[O:25][N:24]=3)[C:18]=2[CH3:22])[CH2:13]1)=[O:11])[CH2:6][OH:7]. (3) Given the reactants Cl[C:2]1[C:7]2[N:8]=[C:9]([S:12][CH3:13])[N:10]=[CH:11][C:6]=2[CH:5]=[CH:4][N:3]=1.[CH3:14][N:15]1[CH:19]=[C:18](B2OC(C)(C)C(C)(C)O2)[CH:17]=[N:16]1.C(Cl)Cl.C(=O)([O-])[O-].[Na+].[Na+], predict the reaction product. The product is: [CH3:14][N:15]1[CH:19]=[C:18]([C:2]2[C:7]3[N:8]=[C:9]([S:12][CH3:13])[N:10]=[CH:11][C:6]=3[CH:5]=[CH:4][N:3]=2)[CH:17]=[N:16]1. (4) The product is: [Cl:1][C:2]1[S:6][C:5]([C:7]([OH:9])=[O:8])=[CH:4][C:3]=1[C:11]1[N:15]([CH3:16])[N:14]=[CH:13][C:12]=1[Cl:24]. Given the reactants [Cl:1][C:2]1[S:6][C:5]([C:7]([O:9]C)=[O:8])=[CH:4][C:3]=1[C:11]1[N:15]([CH3:16])[N:14]=[CH:13][CH:12]=1.C1C(=O)N([Cl:24])C(=O)C1.[OH-].[Na+], predict the reaction product. (5) Given the reactants Cl.Cl[C:3]1[N:12]=[C:11]([N:13]([C:15]2[CH:20]=[CH:19][C:18]([O:21][CH3:22])=[CH:17][CH:16]=2)[CH3:14])[C:10]2[C:5](=[CH:6][CH:7]=[CH:8][CH:9]=2)[N:4]=1.CC(C)([O-])C.[K+].C1OCCOCCOCCOCCOCCOC1.[CH3:47][N:48]([CH3:52])[CH2:49][CH2:50][OH:51], predict the reaction product. The product is: [CH3:47][N:48]([CH3:52])[CH2:49][CH2:50][O:51][C:3]1[N:12]=[C:11]([N:13]([C:15]2[CH:20]=[CH:19][C:18]([O:21][CH3:22])=[CH:17][CH:16]=2)[CH3:14])[C:10]2[C:5](=[CH:6][CH:7]=[CH:8][CH:9]=2)[N:4]=1. (6) Given the reactants [NH2:1][C:2]1[C:7]([NH2:8])=[C:6]([C:9]2[S:10][CH:11]=[CH:12][CH:13]=2)[CH:5]=[CH:4][N:3]=1.[NH4+].[OH-].[CH:16](O)=O, predict the reaction product. The product is: [S:10]1[CH:11]=[CH:12][CH:13]=[C:9]1[C:6]1[CH:5]=[CH:4][N:3]=[C:2]2[NH:1][CH:16]=[N:8][C:7]=12.